Task: Regression/Classification. Given a drug SMILES string, predict its absorption, distribution, metabolism, or excretion properties. Task type varies by dataset: regression for continuous measurements (e.g., permeability, clearance, half-life) or binary classification for categorical outcomes (e.g., BBB penetration, CYP inhibition). For this dataset (clearance_hepatocyte_az), we predict log10(clearance) (log10 of the in vitro intrinsic clearance, CLint, in uL/min per 10^6 hepatocytes; values are censored to the assay range of 3 to 150, which is 0.477 to 2.18 on this log10 scale).. Dataset: Hepatocyte clearance measurements from AstraZeneca (1) The molecule is Cc1nn(-c2ccc(F)cc2)c(NS(=O)(=O)c2ccc(C(F)(F)F)cc2)c1C(=O)N[C@@H](C)C(C)(C)C. The log10(clearance) is 0.700. (2) The compound is Oc1nc2ccccc2n1C1CCN(Cc2ccc(-c3nc4ccccc4cc3-c3ccccc3)cc2)CC1. The log10(clearance) is 0.480.